From a dataset of Catalyst prediction with 721,799 reactions and 888 catalyst types from USPTO. Predict which catalyst facilitates the given reaction. (1) Reactant: C(OC1C=CN(CC(C2C=CC(C[Br:25])=CC=2C)=O)C(=O)C=1)C1C=CC=CC=1.O[CH2:29][C:30]1[CH:35]=[CH:34][C:33]([C:36](=[O:55])[CH2:37][N:38]2[C:43](=[O:44])[CH:42]=[C:41]([O:45][CH2:46][C:47]3[CH:52]=[CH:51][C:50]([O:53][CH3:54])=[CH:49][N:48]=3)[CH:40]=[N:39]2)=[C:32]([CH3:56])[CH:31]=1.C(OC1C=CN(CC(C2C=CC(CO)=CC=2C)=O)C(=O)C=1)C1C=CC=CC=1. Product: [Br:25][CH2:29][C:30]1[CH:35]=[CH:34][C:33]([C:36](=[O:55])[CH2:37][N:38]2[C:43](=[O:44])[CH:42]=[C:41]([O:45][CH2:46][C:47]3[CH:52]=[CH:51][C:50]([O:53][CH3:54])=[CH:49][N:48]=3)[CH:40]=[N:39]2)=[C:32]([CH3:56])[CH:31]=1. The catalyst class is: 310. (2) Reactant: [CH3:1][CH2:2][O-:3].[Na+].C(C(CC)(C([O-])=O)C([O-])=O)C.Cl[C:17]1[CH:22]=[CH:21][C:20]([I:23])=[CH:19][C:18]=1[N+:24]([O-])=O. Product: [I:23][C:20]1[CH:19]=[C:18]2[C:17]([CH2:1][C:2](=[O:3])[NH:24]2)=[CH:22][CH:21]=1. The catalyst class is: 80. (3) Reactant: [OH:1][C@@H:2]1[C@H:6]([OH:7])[CH2:5][O:4][C:3]1=[O:8].CO[C:11](OC)([CH3:13])[CH3:12].O.CC1C=CC(S(O)(=O)=O)=CC=1. Product: [CH3:12][C:11]1([CH3:13])[O:7][C@@H:6]2[CH2:5][O:4][C:3](=[O:8])[C@@H:2]2[O:1]1. The catalyst class is: 21. (4) Reactant: I[CH2:2][C@@H:3]([CH3:16])[CH2:4][N:5]1[C:10]2[CH:11]=[CH:12][CH:13]=[CH:14][C:9]=2[S:8][CH2:7][C:6]1=[O:15].[CH2:17]([CH:21]1[CH2:26][CH2:25][NH:24][CH2:23][CH2:22]1)[CH2:18][CH2:19][CH3:20]. Product: [CH2:17]([CH:21]1[CH2:26][CH2:25][N:24]([CH2:2][C@@H:3]([CH3:16])[CH2:4][N:5]2[C:10]3[CH:11]=[CH:12][CH:13]=[CH:14][C:9]=3[S:8][CH2:7][C:6]2=[O:15])[CH2:23][CH2:22]1)[CH2:18][CH2:19][CH3:20]. The catalyst class is: 23. (5) Reactant: [I-].[CH3:2][S+](C)C.[H-].[Na+].[C:8]([C:11]1[CH:16]=[CH:15][N:14]=[CH:13][CH:12]=1)(=[O:10])[CH3:9]. Product: [CH3:9][C:8]1([C:11]2[CH:16]=[CH:15][N:14]=[CH:13][CH:12]=2)[CH2:2][O:10]1. The catalyst class is: 623.